This data is from Reaction yield outcomes from USPTO patents with 853,638 reactions. The task is: Predict the reaction yield, written as a fraction of the theoretical maximum amount of product (1.0 means a 100% yield; for example, 0.34 means a 34% yield). (1) The product is [CH3:1][NH:2][C:3]1[S:4][C:5]([CH2:8][NH:9][C:10]2[S:11][CH:12]=[CH:13][N:14]=2)=[CH:6][N:7]=1. The yield is 0.770. The catalyst is C(O)(C(F)(F)F)=O.C(Cl)(Cl)Cl. The reactants are [CH3:1][N:2](C1CCCCO1)[C:3]1[S:4][C:5]([CH2:8][NH:9][C:10]2[S:11][CH:12]=[CH:13][N:14]=2)=[CH:6][N:7]=1. (2) The yield is 0.800. The reactants are C([O:5][C:6](=[O:18])[CH2:7][NH:8][C:9](=[O:17])[C:10]1[CH:15]=[CH:14][C:13]([OH:16])=[CH:12][CH:11]=1)(C)(C)C.[F:19][C:20]([F:31])([F:30])[C:21]1[CH:22]=[C:23]([CH2:27][CH2:28]O)[CH:24]=[CH:25][CH:26]=1. The product is [F:19][C:20]([F:30])([F:31])[C:21]1[CH:22]=[C:23]([CH2:27][CH2:28][O:16][C:13]2[CH:12]=[CH:11][C:10]([C:9]([NH:8][CH2:7][C:6]([OH:5])=[O:18])=[O:17])=[CH:15][CH:14]=2)[CH:24]=[CH:25][CH:26]=1. No catalyst specified. (3) The reactants are [NH2:1][C:2]1[CH:7]=[C:6]([N:8]2[CH:12]=[C:11]([CH3:13])[N:10]=[CH:9]2)[CH:5]=[CH:4][C:3]=1[NH:14][C:15](=O)[C:16]1[CH:21]=[CH:20][C:19]([CH3:22])=[C:18]([I:23])[CH:17]=1. The catalyst is C(O)(=O)C. The product is [I:23][C:18]1[CH:17]=[C:16]([C:15]2[NH:1][C:2]3[CH:7]=[C:6]([N:8]4[CH:12]=[C:11]([CH3:13])[N:10]=[CH:9]4)[CH:5]=[CH:4][C:3]=3[N:14]=2)[CH:21]=[CH:20][C:19]=1[CH3:22]. The yield is 0.653. (4) The catalyst is CN(C)C=O.C(O)C. The reactants are [F:1][C:2]1[CH:20]=[CH:19][C:5]([CH2:6][NH:7][C@H:8]2[C@H:13]3[CH2:14][C@H:10]([CH2:11][CH2:12]3)[C@H:9]2[C:15](OC)=[O:16])=[CH:4][CH:3]=1.[CH3:21][S:22]([NH:25][C:26]1[CH:41]=[CH:40][C:29]2[NH:30][C:31]([CH2:36][C:37](O)=[O:38])=[CH:32][S:33](=[O:35])(=[O:34])[C:28]=2[CH:27]=1)(=[O:24])=[O:23].CN1CCOCC1.Cl.CN(C)CCCN=C=NCC.[O-]CC.[Na+]. The yield is 0.0530. The product is [F:1][C:2]1[CH:20]=[CH:19][C:5]([CH2:6][N:7]2[C:37](=[O:38])[C:36]([C:31]3[NH:30][C:29]4[CH:40]=[CH:41][C:26]([NH:25][S:22]([CH3:21])(=[O:23])=[O:24])=[CH:27][C:28]=4[S:33](=[O:35])(=[O:34])[CH:32]=3)=[C:15]([OH:16])[C@H:9]3[C@@H:8]2[C@H:13]2[CH2:14][C@@H:10]3[CH2:11][CH2:12]2)=[CH:4][CH:3]=1. (5) The reactants are [F:1][C:2]([F:43])([F:42])[C:3]1[CH:4]=[C:5]([CH:39]=[CH:40][CH:41]=1)[C:6]([NH:8][CH2:9][C:10]([NH:12][C@@H:13]1[CH2:17][CH2:16][N:15]([CH:18]2[CH2:22][CH2:21][N:20]([C:23]3[CH:38]=[CH:37][C:26]([C:27]([O:29]CC4C=CC=CC=4)=[O:28])=[CH:25][CH:24]=3)[CH2:19]2)[CH2:14]1)=[O:11])=[O:7].[H][H]. The catalyst is CO.[Pd]. The product is [F:43][C:2]([F:1])([F:42])[C:3]1[CH:4]=[C:5]([CH:39]=[CH:40][CH:41]=1)[C:6]([NH:8][CH2:9][C:10]([NH:12][C@@H:13]1[CH2:17][CH2:16][N:15]([CH:18]2[CH2:22][CH2:21][N:20]([C:23]3[CH:38]=[CH:37][C:26]([C:27]([OH:29])=[O:28])=[CH:25][CH:24]=3)[CH2:19]2)[CH2:14]1)=[O:11])=[O:7]. The yield is 0.910. (6) The reactants are [F:1][C:2]1[CH:11]=[C:10]([NH:12][S:13]([C:16]2[CH:21]=[CH:20][C:19](I)=[CH:18][CH:17]=2)(=[O:15])=[O:14])[CH:9]=[C:8]([F:23])[C:3]=1[C:4]([O:6]C)=[O:5].[CH3:24][C:25]1[CH:30]=[C:29](B2OC(C)(C)C(C)(C)O2)[CH:28]=[C:27]([CH3:40])[N:26]=1.C(=O)([O-])[O-].[Na+].[Na+].[OH-].[Na+].Cl. The catalyst is CN(C)C=O.O.CO.C1C=CC(P(C2C=CC=CC=2)[C-]2C=CC=C2)=CC=1.C1C=CC(P(C2C=CC=CC=2)[C-]2C=CC=C2)=CC=1.Cl[Pd]Cl.[Fe+2]. The product is [CH3:24][C:25]1[CH:30]=[C:29]([C:19]2[CH:20]=[CH:21][C:16]([S:13]([NH:12][C:10]3[CH:11]=[C:2]([F:1])[C:3]([C:4]([OH:6])=[O:5])=[C:8]([F:23])[CH:9]=3)(=[O:15])=[O:14])=[CH:17][CH:18]=2)[CH:28]=[C:27]([CH3:40])[N:26]=1. The yield is 0.390. (7) The reactants are [CH3:1][O:2][C:3]1[CH:4]=[C:5]([N:12]2[CH2:17][CH2:16][C:15](=O)[CH2:14][CH2:13]2)[CH:6]=[CH:7][C:8]=1[N+:9]([O-:11])=[O:10].[CH3:19][N:20]1[CH2:25][CH2:24][NH:23][CH2:22][CH2:21]1.C(O[BH-](OC(=O)C)OC(=O)C)(=O)C.[Na+].[OH-].[Na+]. The catalyst is ClC(Cl)C.O. The product is [CH3:1][O:2][C:3]1[CH:4]=[C:5]([N:12]2[CH2:17][CH2:16][CH:15]([N:23]3[CH2:24][CH2:25][N:20]([CH3:19])[CH2:21][CH2:22]3)[CH2:14][CH2:13]2)[CH:6]=[CH:7][C:8]=1[N+:9]([O-:11])=[O:10]. The yield is 0.910.